From a dataset of Full USPTO retrosynthesis dataset with 1.9M reactions from patents (1976-2016). Predict the reactants needed to synthesize the given product. (1) Given the product [CH3:15][N:4]1[C:3](=[O:16])[C:2]([C:25]2[CH:26]=[CH:27][C:28]([O:29][CH2:30][C:31]3[CH:40]=[CH:39][C:38]4[C:33](=[CH:34][CH:35]=[CH:36][CH:37]=4)[N:32]=3)=[CH:41][CH:42]=2)=[C:6]([N:7]2[CH2:12][CH2:11][C:10](=[O:13])[CH2:9][CH2:8]2)[C:5]1=[O:14], predict the reactants needed to synthesize it. The reactants are: Br[C:2]1[C:3](=[O:16])[N:4]([CH3:15])[C:5](=[O:14])[C:6]=1[N:7]1[CH2:12][CH2:11][C:10](=[O:13])[CH2:9][CH2:8]1.CC1(C)C(C)(C)OB([C:25]2[CH:42]=[CH:41][C:28]([O:29][CH2:30][C:31]3[CH:40]=[CH:39][C:38]4[C:33](=[CH:34][CH:35]=[CH:36][CH:37]=4)[N:32]=3)=[CH:27][CH:26]=2)O1.C([O-])([O-])=O.[Na+].[Na+]. (2) Given the product [ClH:17].[CH3:15][O:14][CH2:13][C:11]1[N:12]=[C:8]([NH2:7])[S:9][CH:10]=1, predict the reactants needed to synthesize it. The reactants are: C(OC(=O)[NH:7][C:8]1[S:9][CH:10]=[C:11]([CH2:13][O:14][CH3:15])[N:12]=1)(C)(C)C.[ClH:17].O1CCOCC1. (3) Given the product [CH3:5][O:6][N:7]=[C:8]([C:17]1[O:21][N:20]=[C:19]([CH3:22])[CH:18]=1)[C:9]1[CH:14]=[CH:13][CH:12]=[CH:11][C:10]=1[CH2:15][Cl:3], predict the reactants needed to synthesize it. The reactants are: S(Cl)([Cl:3])=O.[CH3:5][O:6][N:7]=[C:8]([C:17]1[O:21][N:20]=[C:19]([CH3:22])[CH:18]=1)[C:9]1[CH:14]=[CH:13][CH:12]=[CH:11][C:10]=1[CH2:15]O. (4) Given the product [C:1]([O:5][C:6]([N:8]1[CH2:26][CH2:25][C:11]2([C:16](=[O:17])[N:15]([C:18]3[CH:19]=[N:20][C:21]([NH:24][C:36]4[N:37]=[CH:38][C:33]5[CH:32]=[C:31]([C:29](=[O:30])[N:28]([CH3:27])[CH3:46])[N:40]([CH:41]6[CH2:45][CH2:44][CH2:43][CH2:42]6)[C:34]=5[N:35]=4)=[CH:22][CH:23]=3)[CH2:14][CH2:13][CH2:12]2)[CH2:10][CH2:9]1)=[O:7])([CH3:4])([CH3:2])[CH3:3], predict the reactants needed to synthesize it. The reactants are: [C:1]([O:5][C:6]([N:8]1[CH2:26][CH2:25][C:11]2([C:16](=[O:17])[N:15]([C:18]3[CH:19]=[N:20][C:21]([NH2:24])=[CH:22][CH:23]=3)[CH2:14][CH2:13][CH2:12]2)[CH2:10][CH2:9]1)=[O:7])([CH3:4])([CH3:3])[CH3:2].[CH3:27][N:28]([CH3:46])[C:29]([C:31]1[N:40]([CH:41]2[CH2:45][CH2:44][CH2:43][CH2:42]2)[C:34]2[N:35]=[C:36](Cl)[N:37]=[CH:38][C:33]=2[CH:32]=1)=[O:30].